From a dataset of Forward reaction prediction with 1.9M reactions from USPTO patents (1976-2016). Predict the product of the given reaction. (1) Given the reactants [Cl:1][C:2]1[CH:3]=[C:4]2[C:9](=[CH:10][CH:11]=1)[CH:8]=[C:7]([S:12]([CH2:15][CH2:16][C:17]([N:19]1[CH2:24][CH2:23][CH:22]([C:25]3[N:26]=[CH:27][N:28](C(C4C=CC=CC=4)(C4C=CC=CC=4)C4C=CC=CC=4)[CH:29]=3)[CH2:21][CH2:20]1)=[O:18])(=[O:14])=[O:13])[CH:6]=[CH:5]2.[CH3:49]I, predict the reaction product. The product is: [Cl:1][C:2]1[CH:3]=[C:4]2[C:9](=[CH:10][CH:11]=1)[CH:8]=[C:7]([S:12]([CH2:15][CH2:16][C:17]([N:19]1[CH2:20][CH2:21][CH:22]([C:25]3[N:26]([CH3:49])[CH:27]=[N:28][CH:29]=3)[CH2:23][CH2:24]1)=[O:18])(=[O:14])=[O:13])[CH:6]=[CH:5]2. (2) Given the reactants [Br:1][C:2]1[CH:13]=[CH:12][C:5]([CH2:6][C:7]2([C:10]#N)[CH2:9][CH2:8]2)=[CH:4][CH:3]=1.[OH-:14].[Na+].C[OH:17], predict the reaction product. The product is: [Br:1][C:2]1[CH:13]=[CH:12][C:5]([CH2:6][C:7]2([C:10]([OH:17])=[O:14])[CH2:9][CH2:8]2)=[CH:4][CH:3]=1. (3) Given the reactants C([O-])([O-])=O.[K+].[K+].[CH3:7][NH:8][CH3:9].Cl[C:11]1[C:20]2[C:15](=[CH:16][C:17]([C:21]([F:24])([F:23])[F:22])=[CH:18][CH:19]=2)[N:14]=[C:13]([S:25][CH2:26][CH3:27])[C:12]=1[C:28]([NH:30][CH2:31][C:32]1[CH:37]=[CH:36][CH:35]=[C:34]([F:38])[CH:33]=1)=[O:29].CCCCCC, predict the reaction product. The product is: [CH3:7][N:8]([CH3:9])[C:11]1[C:20]2[C:15](=[CH:16][C:17]([C:21]([F:24])([F:23])[F:22])=[CH:18][CH:19]=2)[N:14]=[C:13]([S:25][CH2:26][CH3:27])[C:12]=1[C:28]([NH:30][CH2:31][C:32]1[CH:37]=[CH:36][CH:35]=[C:34]([F:38])[CH:33]=1)=[O:29]. (4) Given the reactants [C:1]([O:5][C:6]([N:8]([CH2:20][CH2:21][CH2:22][N:23]([C:47]([O:49][C:50]([CH3:53])([CH3:52])[CH3:51])=[O:48])[CH2:24][CH2:25][CH2:26][CH2:27][N:28]([C:40]([O:42][C:43]([CH3:46])([CH3:45])[CH3:44])=[O:41])[CH2:29][CH2:30][CH2:31][NH:32][C:33]([O:35][C:36]([CH3:39])([CH3:38])[CH3:37])=[O:34])[CH2:9][C:10]([O:12]CC1C=CC=CC=1)=[O:11])=[O:7])([CH3:4])([CH3:3])[CH3:2], predict the reaction product. The product is: [C:1]([O:5][C:6]([N:8]([CH2:20][CH2:21][CH2:22][N:23]([C:47]([O:49][C:50]([CH3:53])([CH3:52])[CH3:51])=[O:48])[CH2:24][CH2:25][CH2:26][CH2:27][N:28]([C:40]([O:42][C:43]([CH3:46])([CH3:45])[CH3:44])=[O:41])[CH2:29][CH2:30][CH2:31][NH:32][C:33]([O:35][C:36]([CH3:38])([CH3:39])[CH3:37])=[O:34])[CH2:9][C:10]([OH:12])=[O:11])=[O:7])([CH3:2])([CH3:3])[CH3:4]. (5) Given the reactants Br[C:2]1[CH:3]=[C:4]2[C:9](=[CH:10][CH:11]=1)[C:8]([N:12]1[CH2:17][CH2:16][NH:15][C:14](=[O:18])[CH2:13]1)=[N:7][N:6]=[CH:5]2.[CH3:19][C:20]1[CH:28]=[CH:27][C:23]([C:24]([NH2:26])=[O:25])=[CH:22][C:21]=1B1OC(C)(C)C(C)(C)O1.C(=O)([O-])[O-].[K+].[K+], predict the reaction product. The product is: [CH3:19][C:20]1[CH:28]=[CH:27][C:23]([C:24]([NH2:26])=[O:25])=[CH:22][C:21]=1[C:2]1[CH:3]=[C:4]2[C:9](=[CH:10][CH:11]=1)[C:8]([N:12]1[CH2:17][CH2:16][NH:15][C:14](=[O:18])[CH2:13]1)=[N:7][N:6]=[CH:5]2. (6) Given the reactants [CH:1]1([CH:7]([C:9]2[C:10]([CH2:24][CH3:25])=[N:11][N:12]([C:14]3[CH:19]=[CH:18][C:17]([C:20]([F:23])([F:22])[F:21])=[CH:16][N:15]=3)[CH:13]=2)O)[CH2:6][CH2:5][CH2:4][CH2:3][CH2:2]1.[NH2:26][C:27]1[CH:32]=[CH:31][C:30]([C:33]([NH:35][CH2:36][CH2:37][C:38]([O:40]CC)=[O:39])=[O:34])=[CH:29][CH:28]=1, predict the reaction product. The product is: [CH:1]1([CH:7]([NH:26][C:27]2[CH:28]=[CH:29][C:30]([C:33]([NH:35][CH2:36][CH2:37][C:38]([OH:40])=[O:39])=[O:34])=[CH:31][CH:32]=2)[C:9]2[C:10]([CH2:24][CH3:25])=[N:11][N:12]([C:14]3[CH:19]=[CH:18][C:17]([C:20]([F:23])([F:22])[F:21])=[CH:16][N:15]=3)[CH:13]=2)[CH2:6][CH2:5][CH2:4][CH2:3][CH2:2]1. (7) Given the reactants [CH3:1][C:2]1[N:7]=[N:6][C:5]([N:8]2[C:12]([C:13]3[CH:18]=[CH:17][C:16]([CH3:19])=[CH:15][N:14]=3)=[CH:11][C:10]([C:20]([OH:22])=O)=[N:9]2)=[CH:4][CH:3]=1.[C:23]([NH2:27])([CH3:26])([CH3:25])[CH3:24], predict the reaction product. The product is: [C:23]([NH:27][C:20]([C:10]1[CH:11]=[C:12]([C:13]2[CH:18]=[CH:17][C:16]([CH3:19])=[CH:15][N:14]=2)[N:8]([C:5]2[N:6]=[N:7][C:2]([CH3:1])=[CH:3][CH:4]=2)[N:9]=1)=[O:22])([CH3:26])([CH3:25])[CH3:24]. (8) Given the reactants I[C:2]1[CH:7]=[CH:6][CH:5]=[C:4]([N+:8]([O-:10])=[O:9])[CH:3]=1.[C:11]([O:15][C:16]([N:18]1[CH2:23][CH2:22][NH:21][CH2:20][CH2:19]1)=[O:17])([CH3:14])([CH3:13])[CH3:12].CC(C)([O-])C.[Na+].C1(C)C=CC=CC=1P(C1C=CC=CC=1C)C1C=CC=CC=1C, predict the reaction product. The product is: [C:11]([O:15][C:16]([N:18]1[CH2:23][CH2:22][N:21]([C:2]2[CH:7]=[CH:6][CH:5]=[C:4]([N+:8]([O-:10])=[O:9])[CH:3]=2)[CH2:20][CH2:19]1)=[O:17])([CH3:14])([CH3:12])[CH3:13]. (9) Given the reactants [CH3:1][C@@:2]1([C:15]([O:17][CH3:18])=[O:16])[CH2:6][CH2:5][C:4](=[O:7])[N:3]1C(OC(C)(C)C)=O.C(O)(C(F)(F)F)=O, predict the reaction product. The product is: [CH3:1][C@@:2]1([C:15]([O:17][CH3:18])=[O:16])[CH2:6][CH2:5][C:4](=[O:7])[NH:3]1.